The task is: Predict which catalyst facilitates the given reaction.. This data is from Catalyst prediction with 721,799 reactions and 888 catalyst types from USPTO. (1) Reactant: [N+:1]([C:4]1[C:5]2[C:9]([C:10]([CH3:13])=[CH:11][CH:12]=1)=[N:8][N:7]([C:14]([O:16][C:17]([CH3:20])([CH3:19])[CH3:18])=[O:15])[CH:6]=2)([O-])=O. Product: [NH2:1][C:4]1[C:5]2[C:9]([C:10]([CH3:13])=[CH:11][CH:12]=1)=[N:8][N:7]([C:14]([O:16][C:17]([CH3:20])([CH3:19])[CH3:18])=[O:15])[CH:6]=2. The catalyst class is: 19. (2) Reactant: [Cl:1][C:2]1[CH:16]=[CH:15][C:5]([CH2:6][S:7][C:8]2[C:9]([CH3:14])=[N:10][NH:11][C:12]=2[CH3:13])=[CH:4][CH:3]=1.[H-].[Na+].Br[C:20]1[N:25]=[C:24]([C:26]2[CH:31]=[CH:30][CH:29]=[CH:28][N:27]=2)[CH:23]=[CH:22][CH:21]=1.O. Product: [Cl:1][C:2]1[CH:16]=[CH:15][C:5]([CH2:6][S:7][C:8]2[C:12]([CH3:13])=[N:11][N:10]([C:28]3[N:27]=[C:26]([C:24]4[CH:23]=[CH:22][CH:21]=[CH:20][N:25]=4)[CH:31]=[CH:30][CH:29]=3)[C:9]=2[CH3:14])=[CH:4][CH:3]=1. The catalyst class is: 270. (3) Reactant: [H-].[Na+].[C:3]([CH2:5]P(=O)(OCC)OCC)#[N:4].[CH3:14][C:15]1[CH:16](O)[O:17][CH:18]([CH2:20][O:21][C:22](C2C=CC=CC=2)([C:29]2[CH:34]=[CH:33][CH:32]=[CH:31][CH:30]=2)[C:23]2[CH:28]=[CH:27][CH:26]=[CH:25][CH:24]=2)[CH:19]=1. Product: [CH3:14][C:15]1[CH:16]([CH2:5][C:3]#[N:4])[O:17][CH:18]([CH2:20][O:21][C:22]([C:23]2[CH:28]=[CH:27][CH:26]=[CH:25][CH:24]=2)([C:23]2[CH:24]=[CH:25][CH:26]=[CH:27][CH:28]=2)[C:29]2[CH:34]=[CH:33][CH:32]=[CH:31][CH:30]=2)[CH:19]=1. The catalyst class is: 149.